From a dataset of Reaction yield outcomes from USPTO patents with 853,638 reactions. Predict the reaction yield, written as a fraction of the theoretical maximum amount of product (1.0 means a 100% yield; for example, 0.34 means a 34% yield). The reactants are [CH:1]([C:3]1[CH:4]=[C:5]([CH:10]=[CH:11][C:12]=1[O:13][CH:14]([CH3:16])[CH3:15])[C:6]([O:8][CH3:9])=[O:7])=[O:2].[Li+].[BH4-]. The catalyst is O1CCCC1. The product is [OH:2][CH2:1][C:3]1[CH:4]=[C:5]([CH:10]=[CH:11][C:12]=1[O:13][CH:14]([CH3:16])[CH3:15])[C:6]([O:8][CH3:9])=[O:7]. The yield is 0.990.